Dataset: Catalyst prediction with 721,799 reactions and 888 catalyst types from USPTO. Task: Predict which catalyst facilitates the given reaction. (1) Reactant: [Cl:1][C:2]1[C:11]2[C:6](=[CH:7][C:8]([OH:14])=[C:9]([O:12][CH3:13])[CH:10]=2)[N:5]=[CH:4][N:3]=1.C1(P(C2C=CC=CC=2)C2C=CC=CC=2)C=CC=CC=1.[C:34]([O:38][C:39]([N:41]1[CH2:46][CH2:45][CH:44](O)[CH2:43][CH2:42]1)=[O:40])([CH3:37])([CH3:36])[CH3:35].N(C(OC(C)(C)C)=O)=NC(OC(C)(C)C)=O. Product: [C:34]([O:38][C:39]([N:41]1[CH2:46][CH2:45][CH:44]([O:14][C:8]2[CH:7]=[C:6]3[C:11]([C:2]([Cl:1])=[N:3][CH:4]=[N:5]3)=[CH:10][C:9]=2[O:12][CH3:13])[CH2:43][CH2:42]1)=[O:40])([CH3:37])([CH3:35])[CH3:36]. The catalyst class is: 4. (2) Reactant: [F:1][C@H:2]1[C@H:6]([CH3:7])[N:5]([S:8]([C:11]2[CH:16]=[CH:15][C:14]([F:17])=[CH:13][CH:12]=2)(=[O:10])=[O:9])[C@H:4]([C:18]([NH:20][CH2:21][C:22]2[C:27]([F:28])=[CH:26][N:25]=[C:24]([CH:29]3[CH2:34][CH2:33][NH:32][CH2:31][CH2:30]3)[CH:23]=2)=[O:19])[CH2:3]1.FC(F)(F)S(O[CH2:41][C:42]([F:48])([F:47])[C:43]([F:46])([F:45])[F:44])(=O)=O.C(N(C(C)C)CC)(C)C. Product: [F:1][C@H:2]1[C@H:6]([CH3:7])[N:5]([S:8]([C:11]2[CH:12]=[CH:13][C:14]([F:17])=[CH:15][CH:16]=2)(=[O:9])=[O:10])[C@H:4]([C:18]([NH:20][CH2:21][C:22]2[C:27]([F:28])=[CH:26][N:25]=[C:24]([CH:29]3[CH2:34][CH2:33][N:32]([CH2:41][C:42]([F:48])([F:47])[C:43]([F:46])([F:45])[F:44])[CH2:31][CH2:30]3)[CH:23]=2)=[O:19])[CH2:3]1. The catalyst class is: 3. (3) Reactant: [F:1][C:2]1[CH:3]=[C:4]([C:8]#[C:9][C:10]2[CH:19]=[C:18]3[C:13]([C:14](=[O:33])[N:15]([CH2:20][CH:21]4[CH2:25][CH2:24][CH2:23][N:22]4C(OC(C)(C)C)=O)[CH:16]=[N:17]3)=[CH:12][CH:11]=2)[CH:5]=[CH:6][CH:7]=1.C(O)(C(F)(F)F)=O.C([O-])(O)=O.[Na+]. Product: [F:1][C:2]1[CH:3]=[C:4]([C:8]#[C:9][C:10]2[CH:19]=[C:18]3[C:13]([C:14](=[O:33])[N:15]([CH2:20][CH:21]4[CH2:25][CH2:24][CH2:23][NH:22]4)[CH:16]=[N:17]3)=[CH:12][CH:11]=2)[CH:5]=[CH:6][CH:7]=1. The catalyst class is: 4. (4) Reactant: Cl.Cl.[CH:3]([S:6]([C:9]1[CH:14]=[CH:13][CH:12]=[CH:11][C:10]=1[NH:15][C:16]1[N:17]=[C:18]([NH:26][CH:27]2[CH2:32][CH2:31][CH2:30][NH:29][CH2:28]2)[NH:19][C:20](=[O:25])[C:21]=1[C:22]([NH2:24])=[O:23])(=[O:8])=[O:7])([CH3:5])[CH3:4].N1C=CC=CC=1.[S:39](Cl)([CH3:42])(=[O:41])=[O:40]. Product: [CH:3]([S:6]([C:9]1[CH:14]=[CH:13][CH:12]=[CH:11][C:10]=1[NH:15][C:16]1[N:17]=[C:18]([NH:26][CH:27]2[CH2:32][CH2:31][CH2:30][N:29]([S:39]([CH3:42])(=[O:41])=[O:40])[CH2:28]2)[NH:19][C:20](=[O:25])[C:21]=1[C:22]([NH2:24])=[O:23])(=[O:8])=[O:7])([CH3:5])[CH3:4]. The catalyst class is: 8. (5) Product: [Cl:1][C:2]1[C:3]2[N:10]([CH2:18][CH:19]([CH3:21])[CH3:20])[CH:9]=[CH:8][C:4]=2[N:5]=[CH:6][N:7]=1. The catalyst class is: 35. Reactant: [Cl:1][C:2]1[C:3]2[NH:10][CH:9]=[CH:8][C:4]=2[N:5]=[CH:6][N:7]=1.C(=O)([O-])[O-].[Cs+].[Cs+].Br[CH2:18][CH:19]([CH3:21])[CH3:20]. (6) Reactant: [Cl:1][C:2]1[CH:3]=[C:4]([S:9]([N:12]([CH2:31][C:32]([O:34]C(C)(C)C)=[O:33])[C:13]2[CH:14]=[C:15]3[C:19](=[CH:20][CH:21]=2)[N:18]([C:22](=[O:30])[NH:23][C:24]2[CH:29]=[CH:28][CH:27]=[CH:26][CH:25]=2)[CH2:17][CH2:16]3)(=[O:11])=[O:10])[CH:5]=[C:6]([Cl:8])[CH:7]=1.FC(F)(F)C(O)=O. Product: [Cl:1][C:2]1[CH:3]=[C:4]([S:9]([N:12]([CH2:31][C:32]([OH:34])=[O:33])[C:13]2[CH:14]=[C:15]3[C:19](=[CH:20][CH:21]=2)[N:18]([C:22](=[O:30])[NH:23][C:24]2[CH:29]=[CH:28][CH:27]=[CH:26][CH:25]=2)[CH2:17][CH2:16]3)(=[O:10])=[O:11])[CH:5]=[C:6]([Cl:8])[CH:7]=1. The catalyst class is: 4. (7) Reactant: CC1C=CC(S([O:11][CH:12]2[CH2:17][CH2:16][CH2:15][C:14]([CH3:19])([CH3:18])[CH2:13]2)(=O)=O)=CC=1.[Cl:20][C:21]1[N:26]=[CH:25][C:24](O)=[CH:23][CH:22]=1.[OH-].[K+]. Product: [Cl:20][C:21]1[N:26]=[CH:25][C:24]([O:11][CH:12]2[CH2:17][CH2:16][CH2:15][C:14]([CH3:18])([CH3:19])[CH2:13]2)=[CH:23][CH:22]=1. The catalyst class is: 3. (8) Reactant: [N+:1]([C:4]1[CH:13]=[CH:12][C:11]([N:14]2[C:18]([CH3:19])=[CH:17][C:16]([CH3:20])=[N:15]2)=[CH:10][C:5]=1[C:6]([O:8][CH3:9])=[O:7])([O-])=O. Product: [NH2:1][C:4]1[CH:13]=[CH:12][C:11]([N:14]2[C:18]([CH3:19])=[CH:17][C:16]([CH3:20])=[N:15]2)=[CH:10][C:5]=1[C:6]([O:8][CH3:9])=[O:7]. The catalyst class is: 5. (9) Reactant: Cl[C:2]1[N:3]=[N:4][C:5](Cl)=[CH:6][CH:7]=1.[CH3:9][O-:10].[Na+].[CH3:12][OH:13]. Product: [CH3:9][O:10][C:2]1[N:3]=[N:4][C:5]([O:13][CH3:12])=[CH:6][CH:7]=1. The catalyst class is: 2. (10) Reactant: C([O:3][C:4]([C@@H:6]1[CH2:14][C:13]2[C:8](=[CH:9][CH:10]=[CH:11][CH:12]=2)[N:7]1[C:15](=[O:34])[C@@H:16]([NH:20][C:21](=[O:33])[C@@H:22]([N:24]([C:26]([O:28][C:29]([CH3:32])([CH3:31])[CH3:30])=[O:27])[CH3:25])[CH3:23])[CH:17]([CH3:19])[CH3:18])=[O:5])C.[OH-].[Li+]. Product: [C:29]([O:28][C:26]([N:24]([CH3:25])[C@@H:22]([CH3:23])[C:21]([NH:20][C@@H:16]([CH:17]([CH3:18])[CH3:19])[C:15]([N:7]1[C:8]2[C:13](=[CH:12][CH:11]=[CH:10][CH:9]=2)[CH2:14][C@H:6]1[C:4]([OH:5])=[O:3])=[O:34])=[O:33])=[O:27])([CH3:32])([CH3:31])[CH3:30]. The catalyst class is: 278.